Task: Predict which catalyst facilitates the given reaction.. Dataset: Catalyst prediction with 721,799 reactions and 888 catalyst types from USPTO (1) Reactant: [F:1][C:2]([F:18])([CH2:14][CH2:15][C:16]#[CH:17])[C:3]([O:5]/[CH:6]=[C:7]1\[C:8](=[O:13])[NH:9][C:10](=[O:12])[S:11]\1)=[O:4].C(Cl)(Cl)=O.ClC(Cl)(O[C:27](=[O:33])[O:28][C:29](Cl)(Cl)Cl)Cl.[Cl:35][C:36]1[S:40][C:39](CO)=[CH:38][CH:37]=1. Product: [Cl:35][C:36]1[S:40][C:39]([CH2:29][O:28][C:27]([N:9]2[C:8](=[O:13])/[C:7](=[CH:6]\[O:5][C:3](=[O:4])[C:2]([F:1])([F:18])[CH2:14][CH2:15][C:16]#[CH:17])/[S:11][C:10]2=[O:12])=[O:33])=[CH:38][CH:37]=1. The catalyst class is: 1. (2) Reactant: S(Cl)(Cl)=O.[NH2:5][C:6]1[CH:7]=[CH:8][C:9]([C:12]([OH:14])=[O:13])=[N:10][CH:11]=1.C(=O)([O-])O.[Na+].C(=O)([O-])[O-].[Na+].[Na+].[CH3:26][CH2:27]O. Product: [CH2:26]([O:13][C:12]([C:9]1[CH:8]=[CH:7][C:6]([NH2:5])=[CH:11][N:10]=1)=[O:14])[CH3:27]. The catalyst class is: 69. (3) Reactant: [NH2:1][C:2]1[CH:10]=[CH:9][C:5]([C:6]([OH:8])=[O:7])=[CH:4][C:3]=1[NH:11][CH:12]([CH3:14])[CH3:13].[N:15]([O-])=O.[Na+]. Product: [CH:12]([N:11]1[C:3]2[CH:4]=[C:5]([C:6]([OH:8])=[O:7])[CH:9]=[CH:10][C:2]=2[N:1]=[N:15]1)([CH3:14])[CH3:13]. The catalyst class is: 126. (4) Reactant: C(OC([N:8]1[CH2:13][CH2:12][CH:11]([NH:14][CH2:15][C:16]2[CH:21]=[CH:20][C:19]([F:22])=[C:18]([N+:23]([O-:25])=[O:24])[CH:17]=2)[CH2:10][CH2:9]1)=O)(C)(C)C.Cl. Product: [F:22][C:19]1[CH:20]=[CH:21][C:16]([CH2:15][NH:14][CH:11]2[CH2:12][CH2:13][NH:8][CH2:9][CH2:10]2)=[CH:17][C:18]=1[N+:23]([O-:25])=[O:24]. The catalyst class is: 135.